The task is: Regression/Classification. Given a drug SMILES string, predict its toxicity properties. Task type varies by dataset: regression for continuous values (e.g., LD50, hERG inhibition percentage) or binary classification for toxic/non-toxic outcomes (e.g., AMES mutagenicity, cardiotoxicity, hepatotoxicity). Dataset: herg.. This data is from hERG channel blocking data for cardiac toxicity assessment. (1) The molecule is Cc1ccc(-c2cc(C(F)(F)F)nn2-c2ccc(S(N)(=O)=O)cc2)cc1. The result is 1 (blocker). (2) The molecule is CC[C@@H](OC(C)=O)C(C[C@@H](C)[NH+](C)C)(c1ccccc1)c1ccccc1. The result is 1 (blocker). (3) The drug is CN(C(=O)Cc1ccc(CNS(C)(=O)=O)cc1)[C@@H](CN1CC[C@@H](O)C1)c1ccccc1. The result is 1 (blocker). (4) The drug is Cc1nc[nH]c1CN1CCc2c(c3ccccc3n2C)C1=O. The result is 1 (blocker). (5) The molecule is CN1CCN(CCCN(C(=O)Nc2ccc(F)c(C(F)(F)F)c2)[C@@H]2C[C@@H](c3ccc4c(c3)[C@H](N)NO4)[C@@H]3C[C@H]32)CC1. The result is 1 (blocker). (6) The molecule is CCOC(=O)C1=C(COCC[NH3+])NC(C)=C(C(=O)OC)[C@H]1c1ccccc1Cl. The result is 1 (blocker). (7) The compound is CN1CC(=O)N2[C@H](Cc3c([nH]c4ccccc34)[C@H]2c2ccc3c(c2)OCO3)C1=O. The result is 0 (non-blocker). (8) The molecule is O=C(NC1CCN(Cc2ccc3c(c2)OCO3)CC1)c1cc(=O)c2cc(Cl)c(Cl)cc2o1. The result is 1 (blocker). (9) The result is 0 (non-blocker). The compound is COc1c(N2C[C@H]3CCC[NH2+][C@H]3C2)c(F)cc2c1[N+](C1CC1)=C[C@@H](C(=O)[O-])C2=O.